Dataset: Forward reaction prediction with 1.9M reactions from USPTO patents (1976-2016). Task: Predict the product of the given reaction. Given the reactants Br[CH2:2][CH2:3][CH2:4][CH2:5][C:6]#[N:7].[C:8]1(=[O:18])[NH:12][C:11](=[O:13])[C:10]2=[CH:14][CH:15]=[CH:16][CH:17]=[C:9]12.[K], predict the reaction product. The product is: [O:13]=[C:11]1[C:10]2[C:9](=[CH:17][CH:16]=[CH:15][CH:14]=2)[C:8](=[O:18])[N:12]1[CH2:2][CH2:3][CH2:4][CH2:5][C:6]#[N:7].